Dataset: NCI-60 drug combinations with 297,098 pairs across 59 cell lines. Task: Regression. Given two drug SMILES strings and cell line genomic features, predict the synergy score measuring deviation from expected non-interaction effect. (1) Drug 2: CC1=C(C=C(C=C1)C(=O)NC2=CC(=CC(=C2)C(F)(F)F)N3C=C(N=C3)C)NC4=NC=CC(=N4)C5=CN=CC=C5. Synergy scores: CSS=14.0, Synergy_ZIP=-0.801, Synergy_Bliss=2.63, Synergy_Loewe=0.246, Synergy_HSA=0.0955. Drug 1: C1=CC(=CC=C1CCC2=CNC3=C2C(=O)NC(=N3)N)C(=O)NC(CCC(=O)O)C(=O)O. Cell line: SK-MEL-5. (2) Drug 1: C(CN)CNCCSP(=O)(O)O. Drug 2: CC12CCC3C(C1CCC2OP(=O)(O)O)CCC4=C3C=CC(=C4)OC(=O)N(CCCl)CCCl.[Na+]. Cell line: OVCAR3. Synergy scores: CSS=-9.26, Synergy_ZIP=12.0, Synergy_Bliss=15.5, Synergy_Loewe=-38.0, Synergy_HSA=-14.2. (3) Drug 1: C1CCC(C(C1)N)N.C(=O)(C(=O)[O-])[O-].[Pt+4]. Drug 2: N.N.Cl[Pt+2]Cl. Cell line: SNB-19. Synergy scores: CSS=34.3, Synergy_ZIP=0.907, Synergy_Bliss=2.25, Synergy_Loewe=-12.0, Synergy_HSA=4.71. (4) Drug 1: CN1C2=C(C=C(C=C2)N(CCCl)CCCl)N=C1CCCC(=O)O.Cl. Drug 2: CC(C)CN1C=NC2=C1C3=CC=CC=C3N=C2N. Cell line: NCI-H522. Synergy scores: CSS=4.72, Synergy_ZIP=-1.30, Synergy_Bliss=2.22, Synergy_Loewe=2.51, Synergy_HSA=2.61. (5) Drug 1: C1CCN(CC1)CCOC2=CC=C(C=C2)C(=O)C3=C(SC4=C3C=CC(=C4)O)C5=CC=C(C=C5)O. Drug 2: C1CCC(C1)C(CC#N)N2C=C(C=N2)C3=C4C=CNC4=NC=N3. Cell line: HS 578T. Synergy scores: CSS=-12.3, Synergy_ZIP=6.65, Synergy_Bliss=4.08, Synergy_Loewe=-5.97, Synergy_HSA=-5.78. (6) Drug 1: CN1C(=O)N2C=NC(=C2N=N1)C(=O)N. Drug 2: CCC1(CC2CC(C3=C(CCN(C2)C1)C4=CC=CC=C4N3)(C5=C(C=C6C(=C5)C78CCN9C7C(C=CC9)(C(C(C8N6C)(C(=O)OC)O)OC(=O)C)CC)OC)C(=O)OC)O.OS(=O)(=O)O. Cell line: LOX IMVI. Synergy scores: CSS=-2.13, Synergy_ZIP=2.02, Synergy_Bliss=5.46, Synergy_Loewe=-2.46, Synergy_HSA=-2.74.